Dataset: Full USPTO retrosynthesis dataset with 1.9M reactions from patents (1976-2016). Task: Predict the reactants needed to synthesize the given product. (1) The reactants are: [C:1]([O:5][C:6](=[O:35])[NH:7][CH:8]([NH:17][C:18]1[CH:23]=[CH:22][C:21]([CH2:24][CH2:25][C:26]2[N:27]=[C:28]([NH:31][C:32](=[O:34])[CH3:33])[S:29][CH:30]=2)=[CH:20][CH:19]=1)[NH:9][C:10](=[O:16])[O:11][C:12]([CH3:15])([CH3:14])[CH3:13])([CH3:4])([CH3:3])[CH3:2].O1CCCC1.[Br:41]N1C(=O)CCC1=O. Given the product [C:1]([O:5][C:6](=[O:35])[NH:7][CH:8]([NH:17][C:18]1[CH:19]=[CH:20][C:21]([CH2:24][CH2:25][C:26]2[N:27]=[C:28]([NH:31][C:32](=[O:34])[CH3:33])[S:29][C:30]=2[Br:41])=[CH:22][CH:23]=1)[NH:9][C:10](=[O:16])[O:11][C:12]([CH3:15])([CH3:14])[CH3:13])([CH3:2])([CH3:3])[CH3:4], predict the reactants needed to synthesize it. (2) Given the product [Cl:13][C:14]1[CH:21]=[C:20]([N:9]2[CH2:10][CH2:11][C:6]3[C:5]([Cl:1])=[N:4][CH:3]=[N:2][C:7]=3[CH2:8]2)[CH:19]=[CH:18][C:15]=1[C:16]#[N:17], predict the reactants needed to synthesize it. The reactants are: [ClH:1].[N:2]1[C:7]2[CH2:8][NH:9][CH2:10][CH2:11][C:6]=2[C:5](O)=[N:4][CH:3]=1.[Cl:13][C:14]1[CH:21]=[C:20](F)[CH:19]=[CH:18][C:15]=1[C:16]#[N:17].C(N(CC)CC)C.Cl.